Dataset: Catalyst prediction with 721,799 reactions and 888 catalyst types from USPTO. Task: Predict which catalyst facilitates the given reaction. (1) Reactant: [Cl:1][C:2]1[CH:3]=[C:4]2[C:9](=[CH:10][CH:11]=1)[CH:8]=[C:7]([SH:12])[CH:6]=[CH:5]2.[CH3:13][N:14]([CH:20]1[CH2:25][CH2:24][N:23]([C:26]2[CH:31]=[CH:30][N:29]=[CH:28][CH:27]=2)[CH2:22][CH2:21]1)[S:15]([CH2:18][CH3:19])(=[O:17])=[O:16].CO. Product: [Cl:1][C:2]1[CH:3]=[C:4]2[C:9](=[CH:10][CH:11]=1)[CH:8]=[C:7]([S:12][CH2:19][CH2:18][S:15]([N:14]([CH3:13])[CH:20]1[CH2:21][CH2:22][N:23]([C:26]3[CH:31]=[CH:30][N:29]=[CH:28][CH:27]=3)[CH2:24][CH2:25]1)(=[O:16])=[O:17])[CH:6]=[CH:5]2. The catalyst class is: 2. (2) Reactant: [I-].[C:2]([C:5]1[CH:10]=[CH:9][N+:8]([CH3:11])=[CH:7][CH:6]=1)(=[O:4])[CH3:3].[Br:12]Br.C(OCC)C. Product: [Br-:12].[Br:12][CH2:3][C:2]([C:5]1[CH:10]=[CH:9][N+:8]([CH3:11])=[CH:7][CH:6]=1)=[O:4]. The catalyst class is: 570. (3) Reactant: [Cl:1][C:2]1[C:3]([F:39])=[C:4]([CH:8]2[C:12]([C:15]3[CH:20]=[CH:19][C:18]([Cl:21])=[CH:17][C:16]=3[F:22])([C:13]#[N:14])[CH:11]([CH2:23][C:24]([CH3:35])([CH3:34])[CH2:25][C:26]3[CH:31]=[CH:30][C:29]([O:32][CH3:33])=[CH:28][CH:27]=3)[NH:10][CH:9]2[C:36](O)=[O:37])[CH:5]=[CH:6][CH:7]=1.CC1(C)[O:45][C@@H:44]([CH2:46][CH2:47][NH2:48])[CH2:43][O:42]1.CN(C(ON1N=NC2C=CC=NC1=2)=[N+](C)C)C.F[P-](F)(F)(F)(F)F.CCN(C(C)C)C(C)C.Cl. Product: [OH:45][C@H:44]([CH2:43][OH:42])[CH2:46][CH2:47][NH:48][C:36]([CH:9]1[CH:8]([C:4]2[CH:5]=[CH:6][CH:7]=[C:2]([Cl:1])[C:3]=2[F:39])[C:12]([C:15]2[CH:20]=[CH:19][C:18]([Cl:21])=[CH:17][C:16]=2[F:22])([C:13]#[N:14])[CH:11]([CH2:23][C:24]([CH3:35])([CH3:34])[CH2:25][C:26]2[CH:31]=[CH:30][C:29]([O:32][CH3:33])=[CH:28][CH:27]=2)[NH:10]1)=[O:37]. The catalyst class is: 539. (4) Reactant: [CH:1]1([C:4]([N:6]2[CH2:10][CH2:9][CH:8]([CH2:11][NH:12][C:13]3[CH:18]=[CH:17][N:16]=[CH:15][C:14]=3[N+:19]([O-])=O)[CH2:7]2)=[O:5])[CH2:3][CH2:2]1. Product: [CH:1]1([C:4]([N:6]2[CH2:10][CH2:9][CH:8]([CH2:11][NH:12][C:13]3[CH:18]=[CH:17][N:16]=[CH:15][C:14]=3[NH2:19])[CH2:7]2)=[O:5])[CH2:3][CH2:2]1. The catalyst class is: 29. (5) Reactant: [Br:1][C:2]1[C:3]([OH:11])=[C:4]([C:7]([O:9][CH3:10])=[O:8])[S:5][CH:6]=1.CI.[C:14]([O-])([O-])=O.[K+].[K+].O. Product: [Br:1][C:2]1[C:3]([O:11][CH3:14])=[C:4]([C:7]([O:9][CH3:10])=[O:8])[S:5][CH:6]=1. The catalyst class is: 16. (6) Reactant: [CH3:1][C:2]1[C:6]([CH2:7][N:8]2[CH:12]=[C:11]([N:13]3[C:17](=[O:18])[CH2:16][N:15]([CH2:19][C:20]4[CH:21]=[C:22]([CH:25]=[CH:26][CH:27]=4)[CH:23]=[O:24])[C:14]3=[O:28])[CH:10]=[N:9]2)=[C:5]([CH3:29])[O:4][N:3]=1. Product: [CH3:1][C:2]1[C:6]([CH2:7][N:8]2[CH:12]=[C:11]([N:13]3[C:17](=[O:18])[CH2:16][N:15]([CH2:19][C:20]4[CH:27]=[CH:26][CH:25]=[C:22]([CH2:23][OH:24])[CH:21]=4)[C:14]3=[O:28])[CH:10]=[N:9]2)=[C:5]([CH3:29])[O:4][N:3]=1. The catalyst class is: 29.